This data is from Full USPTO retrosynthesis dataset with 1.9M reactions from patents (1976-2016). The task is: Predict the reactants needed to synthesize the given product. (1) The reactants are: Cl.Cl.[C:3]([C:7]1[CH:12]=[CH:11][CH:10]=[CH:9][C:8]=1[N:13]1[CH2:18][CH2:17][NH:16][CH2:15][CH2:14]1)([CH3:6])([CH3:5])[CH3:4].[O:19]=[C:20]1[NH:24][CH:23]([CH2:25][C:26](O)=[O:27])[C:22](=[O:29])[NH:21]1.CCN=C=NCCCN(C)C.C1C=CC2N(O)N=NC=2C=1.C(N(CC)CC)C.[Cl-].[NH4+]. Given the product [C:3]([C:7]1[CH:12]=[CH:11][CH:10]=[CH:9][C:8]=1[N:13]1[CH2:18][CH2:17][N:16]([C:26](=[O:27])[CH2:25][CH:23]2[NH:24][C:20](=[O:19])[NH:21][C:22]2=[O:29])[CH2:15][CH2:14]1)([CH3:6])([CH3:4])[CH3:5], predict the reactants needed to synthesize it. (2) Given the product [C:22]([O:21][C:19]([N:6]1[CH2:7][CH2:8][CH:9]([CH2:11][CH2:12][CH2:13][CH2:14][CH2:15][F:16])[CH2:10][CH:5]1[C:3]([OH:2])=[O:4])=[O:20])([CH3:25])([CH3:24])[CH3:23], predict the reactants needed to synthesize it. The reactants are: C[O:2][C:3]([CH:5]1[CH2:10][CH:9]([CH2:11][CH2:12][CH2:13][CH2:14][CH2:15][F:16])[CH2:8][CH2:7][NH:6]1)=[O:4].[OH-].[Na+].[C:19](O[C:19]([O:21][C:22]([CH3:25])([CH3:24])[CH3:23])=[O:20])([O:21][C:22]([CH3:25])([CH3:24])[CH3:23])=[O:20]. (3) Given the product [C:23]([NH:22][C:3]1([C:4]2[CH:5]=[CH:6][C:7]([CH:11]([CH3:12])[CH3:13])=[CH:8][C:9]=2[O:10][C:26](=[O:33])[N:27]([CH3:29])[CH3:28])[C:14](=[O:21])[C:15]2[C:20](=[CH:19][CH:18]=[CH:17][CH:16]=2)[C:2]1=[O:1])(=[O:25])[CH3:24], predict the reactants needed to synthesize it. The reactants are: [OH:1][C:2]12[C:20]3[C:15](=[CH:16][CH:17]=[CH:18][CH:19]=3)[C:14](=[O:21])[C:3]1([NH:22][C:23](=[O:25])[CH3:24])[C:4]1[C:9]([O:10]2)=[CH:8][C:7]([CH:11]([CH3:13])[CH3:12])=[CH:6][CH:5]=1.[CH3:26][N:27]([CH3:29])[CH3:28].C1C[O:33]CC1. (4) Given the product [NH:2]1[C:1]([C:3]2[CH:4]=[C:5]([CH:8]=[CH:9][CH:10]=2)[CH:6]=[O:7])=[N:13][N:12]=[N:11]1, predict the reactants needed to synthesize it. The reactants are: [C:1]([C:3]1[CH:4]=[C:5]([CH:8]=[CH:9][CH:10]=1)[CH:6]=[O:7])#[N:2].[N-:11]=[N+:12]=[N-:13].[Na+].[Cl-].[Li+].Cl. (5) The reactants are: [C:1]([NH:5][C:6]1[C:11]([C:12]([NH2:14])=[O:13])=[CH:10][N:9]=[C:8](S(C)(=O)=O)[N:7]=1)([CH3:4])([CH3:3])[CH3:2].[NH2:19][C@@H:20]1[CH2:25][CH2:24][CH2:23][C@H:22]([OH:26])[CH2:21]1.CCN(C(C)C)C(C)C. Given the product [C:1]([NH:5][C:6]1[C:11]([C:12]([NH2:14])=[O:13])=[CH:10][N:9]=[C:8]([NH:19][C@@H:20]2[CH2:25][CH2:24][CH2:23][C@H:22]([OH:26])[CH2:21]2)[N:7]=1)([CH3:4])([CH3:3])[CH3:2], predict the reactants needed to synthesize it. (6) The reactants are: [CH3:1][O:2][C:3]1[C:8]2[C:9]([CH3:15])=[C:10]([C:12]([OH:14])=O)[O:11][C:7]=2[CH:6]=[CH:5][CH:4]=1.C(Cl)(=O)C(Cl)=O.CN(C=O)C.[CH3:27][O:28][C:29](=[O:51])[C@@H:30]([NH:34][S:35]([C:38]1[CH:43]=[CH:42][C:41]([C:44]2[CH:49]=[CH:48][C:47]([NH2:50])=[CH:46][CH:45]=2)=[CH:40][CH:39]=1)(=[O:37])=[O:36])[CH:31]([CH3:33])[CH3:32]. Given the product [CH3:27][O:28][C:29](=[O:51])[C@@H:30]([NH:34][S:35]([C:38]1[CH:43]=[CH:42][C:41]([C:44]2[CH:45]=[CH:46][C:47]([NH:50][C:12]([C:10]3[O:11][C:7]4[CH:6]=[CH:5][CH:4]=[C:3]([O:2][CH3:1])[C:8]=4[C:9]=3[CH3:15])=[O:14])=[CH:48][CH:49]=2)=[CH:40][CH:39]=1)(=[O:37])=[O:36])[CH:31]([CH3:33])[CH3:32], predict the reactants needed to synthesize it. (7) The reactants are: C1(S([N:10]2[C:14]3[N:15]=[CH:16][N:17]=[C:18]([N:19]4[CH2:24][CH2:23][CH2:22][CH2:21][CH2:20]4)[C:13]=3[C:12](Br)=[CH:11]2)(=O)=O)C=CC=CC=1.[C:26]1(B(O)O)[CH:31]=[CH:30][CH:29]=[CH:28][CH:27]=1.P([O-])([O-])([O-])=O.[K+].[K+].[K+]. Given the product [C:26]1([C:12]2[C:13]3[C:18]([N:19]4[CH2:20][CH2:21][CH2:22][CH2:23][CH2:24]4)=[N:17][CH:16]=[N:15][C:14]=3[NH:10][CH:11]=2)[CH:31]=[CH:30][CH:29]=[CH:28][CH:27]=1, predict the reactants needed to synthesize it.